This data is from Forward reaction prediction with 1.9M reactions from USPTO patents (1976-2016). The task is: Predict the product of the given reaction. (1) Given the reactants [F:1][C:2]1[CH:3]=[N:4][C:5]([NH:8][C:9]2[C:10](C)=[N:11][CH:12]=[CH:13][C:14]=2N)=[N:6][CH:7]=1.[CH3:17][C:18](O)=O.[N:21](OC(C)(C)C)=O, predict the reaction product. The product is: [F:1][C:2]1[CH:7]=[N:6][C:5]([N:8]2[C:9]3[CH:14]=[CH:13][N:21]=[C:18]([CH3:17])[C:10]=3[N:11]=[CH:12]2)=[N:4][CH:3]=1. (2) Given the reactants [F:1][C:2]1[CH:7]=[CH:6][CH:5]=[C:4]([N+:8]([O-:10])=[O:9])[C:3]=1[CH3:11].[Br:12]N1C(=O)CCC1=O.C(OOC(=O)C1C=CC=CC=1)(=O)C1C=CC=CC=1, predict the reaction product. The product is: [Br:12][CH2:11][C:3]1[C:4]([N+:8]([O-:10])=[O:9])=[CH:5][CH:6]=[CH:7][C:2]=1[F:1]. (3) Given the reactants [CH2:1]1[CH2:10][O:9][C:8]2[CH:7]=[CH:6][C:5]([C:11]3[NH:12][C:13](=O)[C:14]4[C:19]([CH:20]=3)=[CH:18][CH:17]=[CH:16][CH:15]=4)=[CH:4][C:3]=2[O:2]1.P(Cl)(Cl)([Cl:24])=O, predict the reaction product. The product is: [Cl:24][C:13]1[C:14]2[C:19](=[CH:18][CH:17]=[CH:16][CH:15]=2)[CH:20]=[C:11]([C:5]2[CH:6]=[CH:7][C:8]3[O:9][CH2:10][CH2:1][O:2][C:3]=3[CH:4]=2)[N:12]=1. (4) Given the reactants [C:1]([O:5][C:6]([N:8]1[CH2:13][CH2:12][N:11]([CH2:14][CH2:15]O)[CH2:10][CH2:9]1)=[O:7])([CH3:4])([CH3:3])[CH3:2].C(N(CC)CC)C.CS(Cl)(=O)=O.[F:29][C:30]1[C:39]([F:40])=[CH:38][C:33]2[N:34]=[C:35]([SH:37])[NH:36][C:32]=2[CH:31]=1.C(=O)([O-])[O-].[K+].[K+].C1OCCOCCOCCOCCOCCOC1, predict the reaction product. The product is: [C:1]([O:5][C:6]([N:8]1[CH2:13][CH2:12][N:11]([CH2:14][CH2:15][S:37][C:35]2[NH:36][C:32]3[CH:31]=[C:30]([F:29])[C:39]([F:40])=[CH:38][C:33]=3[N:34]=2)[CH2:10][CH2:9]1)=[O:7])([CH3:4])([CH3:3])[CH3:2]. (5) The product is: [NH2:1][C:2]1[C:3]2[N:11]=[C:10]([C:12]3[CH:13]=[C:14]([CH:18]=[C:19]([F:21])[CH:20]=3)[C:15]([NH:30][CH3:29])=[O:17])[CH:9]=[CH:8][C:4]=2[N:5]=[CH:6][N:7]=1. Given the reactants [NH2:1][C:2]1[C:3]2[N:11]=[C:10]([C:12]3[CH:13]=[C:14]([CH:18]=[C:19]([F:21])[CH:20]=3)[C:15]([OH:17])=O)[CH:9]=[CH:8][C:4]=2[N:5]=[CH:6][N:7]=1.CN.C1COCC1.[CH3:29][N:30](C(ON1N=NC2C=CC=NC1=2)=[N+](C)C)C.F[P-](F)(F)(F)(F)F.CCN(C(C)C)C(C)C, predict the reaction product. (6) Given the reactants [F:1][C:2]1[CH:10]=[C:9]2[C:5]([CH2:6][CH2:7][CH:8]2[NH2:11])=[CH:4][CH:3]=1.C(N(CC)CC)C.Cl[C:20]1[C:25]([N+:26]([O-:28])=[O:27])=[CH:24][CH:23]=[C:22]([Cl:29])[N:21]=1, predict the reaction product. The product is: [Cl:29][C:22]1[N:21]=[C:20]([NH:11][CH:8]2[C:9]3[C:5](=[CH:4][CH:3]=[C:2]([F:1])[CH:10]=3)[CH2:6][CH2:7]2)[C:25]([N+:26]([O-:28])=[O:27])=[CH:24][CH:23]=1.